From a dataset of Peptide-MHC class I binding affinity with 185,985 pairs from IEDB/IMGT. Regression. Given a peptide amino acid sequence and an MHC pseudo amino acid sequence, predict their binding affinity value. This is MHC class I binding data. The peptide sequence is RMYSPVSIL. The MHC is HLA-C14:02 with pseudo-sequence HLA-C14:02. The binding affinity (normalized) is 0.394.